This data is from Reaction yield outcomes from USPTO patents with 853,638 reactions. The task is: Predict the reaction yield, written as a fraction of the theoretical maximum amount of product (1.0 means a 100% yield; for example, 0.34 means a 34% yield). The reactants are [Cl:1][C:2]1[N:17]=[C:16]([Cl:18])[CH:15]=[CH:14][C:3]=1[C:4]([N:6]([CH2:8][CH:9](OC)[O:10]C)[CH3:7])=[O:5].C(O)(C(F)(F)F)=O.O. The catalyst is C(Cl)(Cl)Cl. The product is [Cl:1][C:2]1[N:17]=[C:16]([Cl:18])[CH:15]=[CH:14][C:3]=1[C:4]([N:6]([CH3:7])[CH2:8][CH:9]=[O:10])=[O:5]. The yield is 0.800.